This data is from Full USPTO retrosynthesis dataset with 1.9M reactions from patents (1976-2016). The task is: Predict the reactants needed to synthesize the given product. (1) Given the product [Cl:1][C:2]1[S:6][C:5]([C:7]([NH:50][CH2:49][C:46]2[CH:47]=[CH:48][N:44]([C:41]3[CH:42]=[CH:43][C:38]([I:37])=[CH:39][CH:40]=3)[CH:45]=2)=[O:9])=[CH:4][CH:3]=1, predict the reactants needed to synthesize it. The reactants are: [Cl:1][C:2]1[S:6][C:5]([C:7]([OH:9])=O)=[CH:4][CH:3]=1.F[P-](F)(F)(F)(F)F.N1(O[P+](N(C)C)(N(C)C)N(C)C)C2C=CC=CC=2N=N1.[I:37][C:38]1[CH:43]=[CH:42][C:41]([N:44]2[CH:48]=[CH:47][C:46]([CH2:49][NH2:50])=[CH:45]2)=[CH:40][CH:39]=1.O. (2) Given the product [C:15]1([CH3:22])[CH:16]=[C:17]([CH3:21])[CH:18]=[C:19]([CH3:20])[C:14]=1[C:13]1[C:12]([CH3:23])=[N:11][N:10]2[C:31]([C:30]([OH:1])=[O:32])=[C:6]([C:25]([OH:27])=[O:26])[C:7]([CH3:24])=[N:8][C:9]=12, predict the reactants needed to synthesize it. The reactants are: [OH-:1].[K+].C(C1[N:10]2[N:11]=[C:12]([CH3:23])[C:13]([C:14]3[C:19]([CH3:20])=[CH:18][C:17]([CH3:21])=[CH:16][C:15]=3[CH3:22])=[C:9]2[N:8]=[C:7]([CH3:24])[C:6]=1[C:25]([O:27]CC)=[O:26])#N.[CH2:30]([OH:32])[CH3:31]. (3) Given the product [CH2:1]([O:3][C:4]([C:6]1[C:12]2[NH:13][C:14]3[CH:15]=[CH:16][C:17]([Br:20])=[CH:18][C:19]=3[C:11]=2[CH2:10][CH2:9][N:8]([C:26](=[O:27])[C:25]2[CH:29]=[CH:30][C:22]([F:21])=[CH:23][CH:24]=2)[CH:7]=1)=[O:5])[CH3:2], predict the reactants needed to synthesize it. The reactants are: [CH2:1]([O:3][C:4]([C:6]1[C:12]2[NH:13][C:14]3[CH:15]=[CH:16][C:17]([Br:20])=[CH:18][C:19]=3[C:11]=2[CH2:10][CH2:9][NH:8][CH:7]=1)=[O:5])[CH3:2].[F:21][C:22]1[CH:30]=[CH:29][C:25]([C:26](Cl)=[O:27])=[CH:24][CH:23]=1. (4) Given the product [F:1][C:2]1[CH:3]=[C:4]([CH:26]=[C:27]([C:29]2[CH:30]=[CH:31][N:32]=[CH:33][CH:34]=2)[CH:28]=1)[CH2:5][CH2:6][C:7]1[CH:8]=[CH:9][C:10]([N:13]2[CH2:18][CH2:17][N:16]([S:19]([C:22]([F:23])([F:24])[F:25])(=[O:20])=[O:21])[CH2:15][CH2:14]2)=[CH:11][CH:12]=1, predict the reactants needed to synthesize it. The reactants are: [F:1][C:2]1[CH:3]=[C:4]([CH:26]=[C:27]([C:29]2[CH:34]=[CH:33][N:32]=[CH:31][CH:30]=2)[CH:28]=1)/[CH:5]=[CH:6]/[C:7]1[CH:12]=[CH:11][C:10]([N:13]2[CH2:18][CH2:17][N:16]([S:19]([C:22]([F:25])([F:24])[F:23])(=[O:21])=[O:20])[CH2:15][CH2:14]2)=[CH:9][CH:8]=1.